Dataset: Catalyst prediction with 721,799 reactions and 888 catalyst types from USPTO. Task: Predict which catalyst facilitates the given reaction. (1) Reactant: [Cl:1][C:2]1[CH:10]=[C:9]2[C:5]([C:6]([CH2:18][C:19]3[CH:24]=[CH:23][CH:22]=[C:21]([Cl:25])[CH:20]=3)([CH:12]3[CH2:17][CH2:16][CH2:15][NH:14][CH2:13]3)[C:7](=[O:11])[NH:8]2)=[CH:4][CH:3]=1.C(N(CC)CC)C.[CH3:33][O:34][C:35](=[O:45])[C:36]1[CH:41]=[CH:40][C:39]([N:42]=[C:43]=[O:44])=[CH:38][CH:37]=1. Product: [CH3:33][O:34][C:35](=[O:45])[C:36]1[CH:37]=[CH:38][C:39]([NH:42][C:43]([N:14]2[CH2:15][CH2:16][CH2:17][CH:12]([C:6]3([CH2:18][C:19]4[CH:24]=[CH:23][CH:22]=[C:21]([Cl:25])[CH:20]=4)[C:5]4[C:9](=[CH:10][C:2]([Cl:1])=[CH:3][CH:4]=4)[NH:8][C:7]3=[O:11])[CH2:13]2)=[O:44])=[CH:40][CH:41]=1. The catalyst class is: 4. (2) Reactant: [NH2:1][C:2]1[N:7]=[C:6]([Cl:8])[CH:5]=[C:4](Cl)[N:3]=1.[F:10][C:11]([F:26])([F:25])[CH:12]([C:14]1[CH:19]=[CH:18][CH:17]=[CH:16][C:15]=1[N:20]1[CH:24]=[CH:23][N:22]=[CH:21]1)[OH:13].[H-].[Na+]. Product: [Cl:8][C:6]1[CH:5]=[C:4]([O:13][CH:12]([C:14]2[CH:19]=[CH:18][CH:17]=[CH:16][C:15]=2[N:20]2[CH:24]=[CH:23][N:22]=[CH:21]2)[C:11]([F:10])([F:26])[F:25])[N:3]=[C:2]([NH2:1])[N:7]=1. The catalyst class is: 1. (3) Reactant: [C:1]([O:5][C:6]([NH:8][C@H:9]([C:19](N(OC)C)=[O:20])[CH2:10][CH2:11][C:12]([O:14][C:15]([CH3:18])([CH3:17])[CH3:16])=[O:13])=[O:7])([CH3:4])([CH3:3])[CH3:2].[CH:25]([Mg]Br)=[CH2:26]. Product: [C:1]([O:5][C:6]([NH:8][C@H:9]([C:19](=[O:20])[CH:25]=[CH2:26])[CH2:10][CH2:11][C:12]([O:14][C:15]([CH3:16])([CH3:17])[CH3:18])=[O:13])=[O:7])([CH3:2])([CH3:3])[CH3:4]. The catalyst class is: 7. (4) Reactant: [N-:1]([S:9]([C:12]([F:15])([F:14])[F:13])(=[O:11])=[O:10])[S:2]([C:5]([F:8])([F:7])[F:6])(=[O:4])=[O:3].[Li+].[Br-].[CH2:18]([N+:22]1[CH:26]=[CH:25][N:24]([CH2:27][CH2:28][CH2:29][CH2:30][CH2:31][CH2:32][CH2:33][CH2:34][CH2:35][CH3:36])[CH:23]=1)[CH2:19][CH2:20][CH3:21].ClCCl. Product: [N-:1]([S:2]([C:5]([F:8])([F:6])[F:7])(=[O:4])=[O:3])[S:9]([C:12]([F:15])([F:14])[F:13])(=[O:11])=[O:10].[CH2:18]([N+:22]1[CH:26]=[CH:25][N:24]([CH2:27][CH2:28][CH2:29][CH2:30][CH2:31][CH2:32][CH2:33][CH2:34][CH2:35][CH3:36])[CH:23]=1)[CH2:19][CH2:20][CH3:21]. The catalyst class is: 6. (5) Reactant: C(OC([N:8]1[CH2:16][C:15]2[C:10](=[CH:11][CH:12]=[CH:13][CH:14]=2)[CH:9]1C1C=C(Cl)C=CC=1O)=O)(C)(C)C.C(=O)([O-])[O-].[K+].[K+].BrCC(OCC)=O. Product: [CH2:9]1[C:10]2[C:15](=[CH:14][CH:13]=[CH:12][CH:11]=2)[CH2:16][NH:8]1. The catalyst class is: 95.